This data is from Full USPTO retrosynthesis dataset with 1.9M reactions from patents (1976-2016). The task is: Predict the reactants needed to synthesize the given product. (1) Given the product [C:9]([O:13][C:14]([NH:16][CH2:17][CH2:18][N:19]([CH2:7][C:4]1[S:3][C:2]([Cl:1])=[N:6][CH:5]=1)[CH2:20][C:21]1[CH:26]=[CH:25][C:24]([O:27][CH3:28])=[CH:23][CH:22]=1)=[O:15])([CH3:12])([CH3:11])[CH3:10], predict the reactants needed to synthesize it. The reactants are: [Cl:1][C:2]1[S:3][C:4]([CH:7]=O)=[CH:5][N:6]=1.[C:9]([O:13][C:14]([NH:16][CH2:17][CH2:18][NH:19][CH2:20][C:21]1[CH:26]=[CH:25][C:24]([O:27][CH3:28])=[CH:23][CH:22]=1)=[O:15])([CH3:12])([CH3:11])[CH3:10].C(O[BH-](OC(=O)C)OC(=O)C)(=O)C.[Na+].S([O-])([O-])(=O)=O.[Mg+2]. (2) Given the product [OH:12][CH2:11][C@@H:10]([NH:13][C:14]1[CH:21]=[CH:20][C:17]([C:18]#[N:19])=[C:16]([C:22]([F:25])([F:24])[F:23])[CH:15]=1)[CH2:9][S:8]([CH2:1][C:2]1[CH:3]=[CH:4][CH:5]=[CH:6][CH:7]=1)=[O:34], predict the reactants needed to synthesize it. The reactants are: [CH2:1]([S:8][CH2:9][C@H:10]([NH:13][C:14]1[CH:21]=[CH:20][C:17]([C:18]#[N:19])=[C:16]([C:22]([F:25])([F:24])[F:23])[CH:15]=1)[CH2:11][OH:12])[C:2]1[CH:7]=[CH:6][CH:5]=[CH:4][CH:3]=1.C1C=C(Cl)C=C(C(OO)=[O:34])C=1.OC[C@@H](NC1C=CC(C#N)=C(C(F)(F)F)N=1)CS(CC1C=CC=CC=1)=O. (3) Given the product [CH:10]1[C:19]2[C:14](=[CH:15][CH:16]=[CH:17][CH:18]=2)[CH:13]=[CH:12][C:11]=1[C:20]1[C:21]2=[N:26][S:6](=[O:8])(=[O:7])[CH2:5][CH2:4][N:22]2[CH:23]=[CH:24][CH:25]=1, predict the reactants needed to synthesize it. The reactants are: [H-].[Na+].Cl[CH2:4][CH2:5][S:6](Cl)(=[O:8])=[O:7].[CH:10]1[C:19]2[C:14](=[CH:15][CH:16]=[CH:17][CH:18]=2)[CH:13]=[CH:12][C:11]=1[C:20]1[C:21]([NH2:26])=[N:22][CH:23]=[CH:24][CH:25]=1.O. (4) Given the product [CH:1]1[C:13]2[N:12]([C:14]3[CH:19]=[CH:18][C:17]([C:20]4[CH:25]=[CH:24][C:23]([N:26]5[C:38]6[CH:37]=[CH:36][C:35]([C:55]7[CH:54]=[CH:53][C:58]([CH:40]=[CH2:41])=[CH:57][CH:56]=7)=[CH:34][C:33]=6[C:32]6[C:27]5=[CH:28][CH:29]=[CH:30][CH:31]=6)=[CH:22][CH:21]=4)=[CH:16][CH:15]=3)[C:11]3[C:6](=[CH:7][CH:8]=[CH:9][CH:10]=3)[C:5]=2[CH:4]=[CH:3][CH:2]=1, predict the reactants needed to synthesize it. The reactants are: [CH:1]1[C:13]2[N:12]([C:14]3[CH:19]=[CH:18][C:17]([C:20]4[CH:25]=[CH:24][C:23]([N:26]5[C:38]6[CH:37]=[CH:36][C:35](Br)=[CH:34][C:33]=6[C:32]6[C:27]5=[CH:28][CH:29]=[CH:30][CH:31]=6)=[CH:22][CH:21]=4)=[CH:16][CH:15]=3)[C:11]3[C:6](=[CH:7][CH:8]=[CH:9][CH:10]=3)[C:5]=2[CH:4]=[CH:3][CH:2]=1.[C:40](P(C(C)(C)C)C(C)(C)C)(C)(C)[CH3:41].[CH3:53][CH2:54][CH2:55][CH2:56][CH2:57][CH3:58]. (5) Given the product [F:36][C:35]1[C:18]([C:16]([NH:15][CH3:14])=[O:17])=[CH:19][C:20]2[NH:24][C:23](=[O:25])[N:22]([CH:26]3[CH2:32][CH:31]4[N:33]([CH2:2][C:3]([N:5]5[CH2:10][CH2:9][C:8]([O:12][CH3:13])([CH3:11])[CH2:7][CH2:6]5)=[O:4])[CH:28]([CH2:29][CH2:30]4)[CH2:27]3)[C:21]=2[CH:34]=1, predict the reactants needed to synthesize it. The reactants are: Br[CH2:2][C:3]([N:5]1[CH2:10][CH2:9][C:8]([O:12][CH3:13])([CH3:11])[CH2:7][CH2:6]1)=[O:4].[CH3:14][NH:15][C:16]([C:18]1[C:35]([F:36])=[CH:34][C:21]2[N:22]([CH:26]3[CH2:32][CH:31]4[NH:33][CH:28]([CH2:29][CH2:30]4)[CH2:27]3)[C:23](=[O:25])[NH:24][C:20]=2[CH:19]=1)=[O:17]. (6) Given the product [CH2:1]([O:9][C:10]1[C:11](=[O:22])[O:12][C:13]2[CH:20]=[C:19]([O:21][CH2:24][CH2:25][C:26]([O:28][CH2:29][CH3:30])=[O:27])[CH:18]=[CH:17][C:14]=2[C:15]=1[OH:16])[CH2:2][CH2:3][CH2:4][CH2:5][CH2:6][CH2:7][CH3:8], predict the reactants needed to synthesize it. The reactants are: [CH2:1]([O:9][C:10]1[C:11](=[O:22])[O:12][C:13]2[CH:20]=[C:19]([OH:21])[CH:18]=[CH:17][C:14]=2[C:15]=1[OH:16])[CH2:2][CH2:3][CH2:4][CH2:5][CH2:6][CH2:7][CH3:8].Br[CH2:24][CH2:25][C:26]([O:28][CH2:29][CH3:30])=[O:27]. (7) Given the product [O:1]=[C:2]([CH2:6][CH3:7])[C:3]([O:5][CH2:13][CH3:14])=[O:4], predict the reactants needed to synthesize it. The reactants are: [O:1]=[C:2]([CH2:6][CH3:7])[C:3]([OH:5])=[O:4].S(=O)(=O)(O)O.[CH3:13][CH2:14]O. (8) Given the product [CH:25]1([NH:24][C:23]([NH:22][CH:16]2[CH2:17][CH2:18][CH2:19][CH2:20][CH2:21]2)=[O:14])[CH2:30][CH2:29][CH2:28][CH2:27][CH2:26]1, predict the reactants needed to synthesize it. The reactants are: S(=O)(=O)(O)O.C1(CC(O)=[O:14])C=CC=CC=1.[CH:16]1([N:22]=[C:23]=[N:24][CH:25]2[CH2:30][CH2:29][CH2:28][CH2:27][CH2:26]2)[CH2:21][CH2:20][CH2:19][CH2:18][CH2:17]1. (9) Given the product [OH:43][C@H:40]1[CH2:41][CH2:42][N:37]([C@@H:35]([CH3:36])[CH2:34][N:31]2[CH2:32][CH2:33][CH:28]([NH:27][C:21]([C:15]3[NH:16][C:17]4[C:13]([CH:14]=3)=[C:12]([O:11][CH2:10][C:3]3[C:4]5[CH:9]=[CH:8][CH:7]=[CH:6][C:5]=5[O:1][CH:2]=3)[CH:20]=[CH:19][CH:18]=4)=[O:22])[CH2:29][CH2:30]2)[CH2:38][C@@H:39]1[CH3:44], predict the reactants needed to synthesize it. The reactants are: [O:1]1[C:5]2[CH:6]=[CH:7][CH:8]=[CH:9][C:4]=2[C:3]([CH2:10][O:11][C:12]2[CH:20]=[CH:19][CH:18]=[C:17]3[C:13]=2[CH:14]=[C:15]([C:21](O)=[O:22])[NH:16]3)=[CH:2]1.Cl.Cl.Cl.[NH2:27][CH:28]1[CH2:33][CH2:32][N:31]([CH2:34][C@@H:35]([N:37]2[CH2:42][CH2:41][C@H:40]([OH:43])[C@@H:39]([CH3:44])[CH2:38]2)[CH3:36])[CH2:30][CH2:29]1. (10) Given the product [CH2:17]([O:16][CH2:15][CH2:14][O:13][C:7]1[N:6]=[C:5]2[C:10]([N:11]=[C:3]([O:26][CH3:25])[N:4]2[CH:19]2[CH2:24][CH2:23][CH2:22][CH2:21][O:20]2)=[C:9]([NH2:12])[N:8]=1)[CH3:18], predict the reactants needed to synthesize it. The reactants are: [Na].Br[C:3]1[N:4]([CH:19]2[CH2:24][CH2:23][CH2:22][CH2:21][O:20]2)[C:5]2[C:10]([N:11]=1)=[C:9]([NH2:12])[N:8]=[C:7]([O:13][CH2:14][CH2:15][O:16][CH2:17][CH3:18])[N:6]=2.[CH3:25][OH:26].